From a dataset of Aqueous solubility values for 9,982 compounds from the AqSolDB database. Regression/Classification. Given a drug SMILES string, predict its absorption, distribution, metabolism, or excretion properties. Task type varies by dataset: regression for continuous measurements (e.g., permeability, clearance, half-life) or binary classification for categorical outcomes (e.g., BBB penetration, CYP inhibition). For this dataset (solubility_aqsoldb), we predict Y. (1) The molecule is NCc1ccc(S(N)(=O)=O)cc1. The Y is 0.321 log mol/L. (2) The molecule is Nc1ccc(C(F)(F)F)cc1. The Y is -2.85 log mol/L. (3) The drug is CCC(O)c1ccccc1. The Y is -2.34 log mol/L. (4) The compound is CC(=O)OC(C)=O. The Y is 0.0702 log mol/L. (5) The Y is -2.29 log mol/L. The compound is Cc1ccccc1OCC1CO1. (6) The compound is O=C(O)CSCC(=O)O. The Y is 0.425 log mol/L. (7) The drug is COc1c([N+](=O)[O-])cc([N+](=O)[O-])cc1[N+](=O)[O-]. The Y is -3.08 log mol/L. (8) The molecule is CN(C(=O)COc1nc2ccccc2s1)c1ccccc1. The Y is -4.87 log mol/L. (9) The compound is NC(=O)NCC(=O)NCC(=O)O. The Y is -0.900 log mol/L. (10) The compound is [Cl-].[Cl-].[Cl-].[Cr+3]. The Y is -3.20 log mol/L.